From a dataset of Catalyst prediction with 721,799 reactions and 888 catalyst types from USPTO. Predict which catalyst facilitates the given reaction. (1) Reactant: Cl[C:2]1[N:7]2[N:8]=[C:9]([C:11]([F:14])([F:13])[CH3:12])[N:10]=[C:6]2[N:5]=[C:4]([CH3:15])[CH:3]=1.[F:16][C:17]([F:26])([F:25])[C:18]1[CH:24]=[CH:23][C:21]([NH2:22])=[CH:20][CH:19]=1.N.CO. Product: [F:13][C:11]([C:9]1[N:10]=[C:6]2[N:5]=[C:4]([CH3:15])[CH:3]=[C:2]([NH:22][C:21]3[CH:23]=[CH:24][C:18]([C:17]([F:16])([F:25])[F:26])=[CH:19][CH:20]=3)[N:7]2[N:8]=1)([F:14])[CH3:12]. The catalyst class is: 8. (2) Reactant: [S:1]1[CH:5]=[CH:4][C:3]([C:6]2[CH2:11][CH2:10][CH2:9][CH2:8][CH:7]=2)=[CH:2]1.[C:12]1([OH:18])[CH:17]=[CH:16][CH:15]=[CH:14][CH:13]=1.B(F)(F)F.C(Cl)Cl. Product: [OH:18][C:12]1[CH:17]=[CH:16][C:15]([SH:1]2[CH:5]=[CH:4][C:3]([CH:6]3[CH2:11][CH2:10][CH2:9][CH2:8][CH2:7]3)=[CH:2]2)=[CH:14][CH:13]=1. The catalyst class is: 25. (3) Reactant: F[C:2]1[C:3]([O:33][C@H:34]2[CH2:39][CH2:38][NH:37][CH2:36][C@H:35]2[F:40])=[C:4]([CH:7]=[C:8]([C:10]2[N:15]=[C:14]([NH:16][C:17]3[CH:22]=[CH:21][C:20]([N:23]4[CH2:28][CH2:27][N:26]([CH:29]5[CH2:32][O:31][CH2:30]5)[CH2:25][CH2:24]4)=[CH:19][CH:18]=3)[N:13]=[CH:12][N:11]=2)[CH:9]=1)[C:5]#[N:6].CN(C(ON1N=NC2C=CC=NC1=2)=[N+](C)C)C.F[P-](F)(F)(F)(F)F.CCN(C(C)C)C(C)C.[O:74]=[C:75]1[NH:79][C:78]([C:80](O)=[O:81])=[CH:77][O:76]1. Product: [F:40][C@H:35]1[C@@H:34]([O:33][C:3]2[CH:2]=[CH:9][C:8]([C:10]3[N:15]=[C:14]([NH:16][C:17]4[CH:22]=[CH:21][C:20]([N:23]5[CH2:24][CH2:25][N:26]([CH:29]6[CH2:32][O:31][CH2:30]6)[CH2:27][CH2:28]5)=[CH:19][CH:18]=4)[N:13]=[CH:12][N:11]=3)=[CH:7][C:4]=2[C:5]#[N:6])[CH2:39][CH2:38][N:37]([C:80]([C:78]2[NH:79][C:75](=[O:74])[O:76][CH:77]=2)=[O:81])[CH2:36]1. The catalyst class is: 3.